From a dataset of Catalyst prediction with 721,799 reactions and 888 catalyst types from USPTO. Predict which catalyst facilitates the given reaction. (1) Reactant: [Cl:1][C:2]1[CH:3]=[C:4]([C:8]2[O:9][C:10]3[C:15]([C:16](=[O:18])[CH:17]=2)=[C:14]([OH:19])[CH:13]=[C:12]([OH:20])[C:11]=3[C@@H:21]2[CH2:25][CH2:24][N:23]([CH3:26])[C@H:22]2[CH2:27][OH:28])[CH:5]=[CH:6][CH:7]=1.Cl. Product: [ClH:1].[Cl:1][C:2]1[CH:3]=[C:4]([C:8]2[O:9][C:10]3[C:15]([C:16](=[O:18])[CH:17]=2)=[C:14]([OH:19])[CH:13]=[C:12]([OH:20])[C:11]=3[C@@H:21]2[CH2:25][CH2:24][N:23]([CH3:26])[C@H:22]2[CH2:27][OH:28])[CH:5]=[CH:6][CH:7]=1. The catalyst class is: 5. (2) Reactant: [CH3:1][S:2]([NH:5][C:6]1[CH:14]=[CH:13][CH:12]=[C:11]2[C:7]=1[CH:8]=[CH:9][N:10]2[CH2:15][C:16]([OH:18])=[O:17])(=[O:4])=[O:3].[OH-].[Na+].[C:21](O[C:21]([O:23][C:24]([CH3:27])([CH3:26])[CH3:25])=[O:22])([O:23][C:24]([CH3:27])([CH3:26])[CH3:25])=[O:22]. Product: [C:24]([O:23][C:21]([N:5]([C:6]1[CH:14]=[CH:13][CH:12]=[C:11]2[C:7]=1[CH:8]=[CH:9][N:10]2[CH2:15][C:16]([OH:18])=[O:17])[S:2]([CH3:1])(=[O:3])=[O:4])=[O:22])([CH3:27])([CH3:26])[CH3:25]. The catalyst class is: 20.